Dataset: Forward reaction prediction with 1.9M reactions from USPTO patents (1976-2016). Task: Predict the product of the given reaction. (1) Given the reactants Cl[C:2]1[N:3]=[N:4][C:5]([C:8]2[CH:13]=[CH:12][CH:11]=[C:10]([N+:14]([O-:16])=[O:15])[CH:9]=2)=[CH:6][CH:7]=1.[O:17]1[CH:21]=[CH:20][CH:19]=[C:18]1[C:22]([NH:24][NH2:25])=O, predict the reaction product. The product is: [O:17]1[CH:21]=[CH:20][CH:19]=[C:18]1[C:22]1[N:3]2[N:4]=[C:5]([C:8]3[CH:13]=[CH:12][CH:11]=[C:10]([N+:14]([O-:16])=[O:15])[CH:9]=3)[CH:6]=[CH:7][C:2]2=[N:25][N:24]=1. (2) The product is: [NH2:16][C:10]1[O:11][CH2:12][C:13]([F:14])([F:15])[C@:8]([C:6]2[CH:7]=[C:2]([NH:1][C:28]([C:25]3[CH:24]=[CH:23][C:22]([O:21][CH2:20][F:19])=[CH:27][N:26]=3)=[O:29])[CH:3]=[CH:4][C:5]=2[F:18])([CH3:17])[N:9]=1. Given the reactants [NH2:1][C:2]1[CH:3]=[CH:4][C:5]([F:18])=[C:6]([C@:8]2([CH3:17])[C:13]([F:15])([F:14])[CH2:12][O:11][C:10]([NH2:16])=[N:9]2)[CH:7]=1.[F:19][CH2:20][O:21][C:22]1[CH:23]=[CH:24][C:25]([C:28](O)=[O:29])=[N:26][CH:27]=1, predict the reaction product.